This data is from Full USPTO retrosynthesis dataset with 1.9M reactions from patents (1976-2016). The task is: Predict the reactants needed to synthesize the given product. (1) Given the product [CH3:1][N:2]([CH3:20])[C:3]1[C:4]([C:22]2[CH:23]=[C:24]([CH:27]=[CH:28][C:29]=2[N:30]([CH3:32])[CH3:31])[CH:25]=[O:26])=[CH:5][C:6]2[C:7]([CH3:16])([CH3:15])[CH2:8][CH2:9][C:10]([CH3:14])([CH3:13])[C:11]=2[CH:12]=1, predict the reactants needed to synthesize it. The reactants are: [CH3:1][N:2]([CH3:20])[C:3]1[C:4](B(O)O)=[CH:5][C:6]2[C:7]([CH3:16])([CH3:15])[CH2:8][CH2:9][C:10]([CH3:14])([CH3:13])[C:11]=2[CH:12]=1.Br[C:22]1[CH:23]=[C:24]([CH:27]=[CH:28][C:29]=1[N:30]([CH3:32])[CH3:31])[CH:25]=[O:26].C(=O)([O-])[O-].[K+].[K+]. (2) Given the product [C@H:20]1([NH:29][C:30]2[CH:39]=[CH:38][C:37]3[C:32](=[CH:33][CH:34]=[C:35]([NH:40][C:1]([NH:13][CH:14]4[CH2:19][CH2:18][O:17][CH2:16][CH2:15]4)=[O:12])[CH:36]=3)[N:31]=2)[C:28]2[C:23](=[CH:24][CH:25]=[CH:26][CH:27]=2)[CH2:22][CH2:21]1, predict the reactants needed to synthesize it. The reactants are: [C:1](=[O:12])(OC(Cl)(Cl)Cl)OC(Cl)(Cl)Cl.[NH2:13][CH:14]1[CH2:19][CH2:18][O:17][CH2:16][CH2:15]1.[C@H:20]1([NH:29][C:30]2[CH:39]=[CH:38][C:37]3[C:32](=[CH:33][CH:34]=[C:35]([NH2:40])[CH:36]=3)[N:31]=2)[C:28]2[C:23](=[CH:24][CH:25]=[CH:26][CH:27]=2)[CH2:22][CH2:21]1. (3) Given the product [Cl:1][C:2]1[CH:3]=[C:4]2[C:12](=[C:13]([NH:15][C:25]([CH:18]3[CH2:19][O:20][C:21]([CH3:23])([CH3:24])[CH2:22][N:17]3[CH3:16])=[O:26])[CH:14]=1)[NH:11][C:10]1[CH:9]=[N:8][CH:7]=[CH:6][C:5]2=1, predict the reactants needed to synthesize it. The reactants are: [Cl:1][C:2]1[CH:3]=[C:4]2[C:12](=[C:13]([NH2:15])[CH:14]=1)[NH:11][C:10]1[CH:9]=[N:8][CH:7]=[CH:6][C:5]2=1.[CH3:16][N:17]1[CH2:22][C:21]([CH3:24])([CH3:23])[O:20][CH2:19][CH:18]1[C:25](O)=[O:26].C([O-])(=O)C.[NH4+]. (4) Given the product [CH3:36][S:37]([O:26][CH2:25][CH2:24][NH:23][C:4]1[CH:3]=[C:2]([Cl:1])[CH:22]=[CH:21][C:5]=1[C:6](=[O:7])[NH:8][C:9]1[CH:18]=[C:17]2[C:12]([CH2:13][CH2:14][C:15](=[O:20])[N:16]2[CH3:19])=[CH:11][CH:10]=1)(=[O:39])=[O:38], predict the reactants needed to synthesize it. The reactants are: [Cl:1][C:2]1[CH:22]=[CH:21][C:5]([C:6]([NH:8][C:9]2[CH:18]=[C:17]3[C:12]([CH2:13][CH2:14][C:15](=[O:20])[N:16]3[CH3:19])=[CH:11][CH:10]=2)=[O:7])=[C:4]([NH:23][CH2:24][CH2:25][OH:26])[CH:3]=1.C(N(C(C)C)CC)(C)C.[CH3:36][S:37](Cl)(=[O:39])=[O:38]. (5) The reactants are: [CH2:1]([O:8][N:9]1[C:14]2[N:15]=[CH:16][N:17]=[CH:18][C:13]=2[C:12]([NH:19][CH2:20][CH2:21][C:22]2[CH:27]=[CH:26][CH:25]=[CH:24][CH:23]=2)=[C:11](C(OCC)=O)[C:10]1=[O:33])[C:2]1[CH:7]=[CH:6][CH:5]=[CH:4][CH:3]=1.[OH-].[Na+]. Given the product [CH2:1]([O:8][N:9]1[C:14]2[N:15]=[CH:16][N:17]=[CH:18][C:13]=2[C:12]([NH:19][CH2:20][CH2:21][C:22]2[CH:23]=[CH:24][CH:25]=[CH:26][CH:27]=2)=[CH:11][C:10]1=[O:33])[C:2]1[CH:7]=[CH:6][CH:5]=[CH:4][CH:3]=1, predict the reactants needed to synthesize it. (6) Given the product [NH:18]1[C:26]2[C:21](=[CH:22][C:23]([S:27]([N:11]3[CH2:12][CH2:13][N:8]([C:6]([O:5][C:1]([CH3:4])([CH3:2])[CH3:3])=[O:7])[CH2:9][CH2:10]3)(=[O:29])=[O:28])=[CH:24][CH:25]=2)[CH2:20][CH2:19]1, predict the reactants needed to synthesize it. The reactants are: [C:1]([O:5][C:6]([N:8]1[CH2:13][CH2:12][NH:11][CH2:10][CH2:9]1)=[O:7])([CH3:4])([CH3:3])[CH3:2].FC(F)(F)C([N:18]1[C:26]2[C:21](=[CH:22][C:23]([S:27](Cl)(=[O:29])=[O:28])=[CH:24][CH:25]=2)[CH2:20][CH2:19]1)=O.[OH-].[Na+].